The task is: Predict the product of the given reaction.. This data is from Forward reaction prediction with 1.9M reactions from USPTO patents (1976-2016). (1) Given the reactants [C:1]([NH2:10])([C:4]1[CH:9]=[CH:8][CH:7]=[CH:6][CH:5]=1)([CH3:3])[CH3:2].F[B-](F)(F)F.N1(OC(N(C)C)=[N+](C)C)C2C=CC=CC=2N=N1.Cl.[CH2:34]([O:36][C:37]([N:39]1[C:43]2[S:44][C:45]([C:47](O)=[O:48])=[CH:46][C:42]=2[C:41]([NH:50][C:51](=[O:64])[C:52]2[CH:57]=[CH:56][C:55]([N:58]3[CH2:63][CH2:62][O:61][CH2:60][CH2:59]3)=[CH:54][CH:53]=2)=[N:40]1)=[O:38])[CH3:35].CCN(C(C)C)C(C)C, predict the reaction product. The product is: [CH3:2][C:1]([NH:10][C:47]([C:45]1[S:44][C:43]2[N:39]([C:37]([O:36][CH2:34][CH3:35])=[O:38])[N:40]=[C:41]([NH:50][C:51](=[O:64])[C:52]3[CH:57]=[CH:56][C:55]([N:58]4[CH2:63][CH2:62][O:61][CH2:60][CH2:59]4)=[CH:54][CH:53]=3)[C:42]=2[CH:46]=1)=[O:48])([C:4]1[CH:9]=[CH:8][CH:7]=[CH:6][CH:5]=1)[CH3:3]. (2) The product is: [N:32]1([C:29]([C:4]2[C:3]([C:1]#[N:2])=[CH:8][N:7]=[C:6]([N:9]3[CH2:14][CH2:13][CH:12]([N:15]4[CH2:21][CH2:20][C:19]5[CH:22]=[C:23]([O:26][CH3:27])[CH:24]=[CH:25][C:18]=5[NH:17][C:16]4=[O:28])[CH2:11][CH2:10]3)[CH:5]=2)=[O:30])[C:40]2[C:35](=[CH:36][CH:37]=[CH:38][CH:39]=2)[CH2:34][CH2:33]1. Given the reactants [C:1]([C:3]1[C:4]([C:29](O)=[O:30])=[CH:5][C:6]([N:9]2[CH2:14][CH2:13][CH:12]([N:15]3[CH2:21][CH2:20][C:19]4[CH:22]=[C:23]([O:26][CH3:27])[CH:24]=[CH:25][C:18]=4[NH:17][C:16]3=[O:28])[CH2:11][CH2:10]2)=[N:7][CH:8]=1)#[N:2].[NH:32]1[C:40]2[C:35](=[CH:36][CH:37]=[CH:38][CH:39]=2)[CH2:34][CH2:33]1.CN(C(ON1N=NC2C=CC=CC1=2)=[N+](C)C)C.[B-](F)(F)(F)F, predict the reaction product. (3) Given the reactants O[CH2:2][C:3]([C:5]1[CH:10]=[CH:9][CH:8]=[CH:7][CH:6]=1)=[O:4].[CH3:11][C:12]1N=C(C=O)S[CH:16]=1.O(C)[Na].[CH2:22]1[CH2:26]O[CH2:24][CH2:23]1, predict the reaction product. The product is: [C:12]1([CH:11]=[CH:2][C:3]([C:5]2[CH:10]=[CH:9][CH:8]=[CH:7][CH:6]=2)=[O:4])[CH:16]=[CH:24][CH:23]=[CH:22][CH:26]=1. (4) Given the reactants [CH:1]([C:3]1[CH:4]=[C:5]2[C:9](=[CH:10][CH:11]=1)[NH:8][C:7]([C:12]([NH2:14])=[O:13])=[C:6]2[S:15][C:16]1[CH:21]=[CH:20][CH:19]=[CH:18][CH:17]=1)=O.Cl.[CH2:23]([NH2:26])[CH2:24][CH3:25], predict the reaction product. The product is: [C:16]1([S:15][C:6]2[C:5]3[C:9](=[CH:10][CH:11]=[C:3]([CH2:1][NH:26][CH2:23][CH2:24][CH3:25])[CH:4]=3)[NH:8][C:7]=2[C:12]([NH2:14])=[O:13])[CH:21]=[CH:20][CH:19]=[CH:18][CH:17]=1. (5) Given the reactants [C:1]([N:8]1[CH2:13][CH2:12][CH:11]([C:14]([OH:16])=O)[CH2:10][CH2:9]1)([O:3][C:4]([CH3:7])([CH3:6])[CH3:5])=[O:2].C1(N=C=NC2CCCCC2)CCCCC1.ON1C2N=CC=CC=2N=N1.[F:42][C:43]1[CH:56]=[CH:55][C:46]([O:47][C:48]2[CH:49]=[C:50]([NH2:54])[CH:51]=[CH:52][CH:53]=2)=[CH:45][CH:44]=1, predict the reaction product. The product is: [C:4]([O:3][C:1]([N:8]1[CH2:9][CH2:10][CH:11]([C:14](=[O:16])[NH:54][C:50]2[CH:51]=[CH:52][CH:53]=[C:48]([O:47][C:46]3[CH:55]=[CH:56][C:43]([F:42])=[CH:44][CH:45]=3)[CH:49]=2)[CH2:12][CH2:13]1)=[O:2])([CH3:5])([CH3:6])[CH3:7].